This data is from NCI-60 drug combinations with 297,098 pairs across 59 cell lines. The task is: Regression. Given two drug SMILES strings and cell line genomic features, predict the synergy score measuring deviation from expected non-interaction effect. (1) Drug 1: C1CCC(C1)C(CC#N)N2C=C(C=N2)C3=C4C=CNC4=NC=N3. Drug 2: CC1=C2C(C(=O)C3(C(CC4C(C3C(C(C2(C)C)(CC1OC(=O)C(C(C5=CC=CC=C5)NC(=O)OC(C)(C)C)O)O)OC(=O)C6=CC=CC=C6)(CO4)OC(=O)C)OC)C)OC. Cell line: KM12. Synergy scores: CSS=59.0, Synergy_ZIP=1.45, Synergy_Bliss=1.19, Synergy_Loewe=0.0117, Synergy_HSA=5.04. (2) Drug 1: C1=C(C(=O)NC(=O)N1)F. Drug 2: C1CN(P(=O)(OC1)NCCCl)CCCl. Cell line: KM12. Synergy scores: CSS=5.29, Synergy_ZIP=-25.3, Synergy_Bliss=-40.4, Synergy_Loewe=-51.2, Synergy_HSA=-40.6. (3) Drug 1: COC1=CC(=CC(=C1O)OC)C2C3C(COC3=O)C(C4=CC5=C(C=C24)OCO5)OC6C(C(C7C(O6)COC(O7)C8=CC=CS8)O)O. Drug 2: C1=NC2=C(N=C(N=C2N1C3C(C(C(O3)CO)O)F)Cl)N. Cell line: SF-295. Synergy scores: CSS=47.1, Synergy_ZIP=-2.15, Synergy_Bliss=-0.323, Synergy_Loewe=-16.6, Synergy_HSA=0.392.